Dataset: Experimentally validated miRNA-target interactions with 360,000+ pairs, plus equal number of negative samples. Task: Binary Classification. Given a miRNA mature sequence and a target amino acid sequence, predict their likelihood of interaction. (1) Result: 0 (no interaction). The miRNA is hsa-miR-6132 with sequence AGCAGGGCUGGGGAUUGCA. The protein sequence of the target gene is MGNWAVNEGLSIFVILVWLGLNVFLFINYYKVYDDGPKYNYTRKLLGSALALARAPAACLNFNCMLILLPVCRNLLSFLRGSSACCSTRIRRQLDRNLTFHKMVAWMIALHTAIHTIAHLFNVEWCVNARVGISDRYSIALSDIGDNENEEYLNFAREKIKNPEGGLYVAVTRLAGITGIVITLCLILIITSSTKTIRRSYFEVFWYTHHLFVIFFIGLAIHGAERIVRGQTAESLEEHNLDICADKIEEWGKIKECPVPKFAGNPPMTWKWIVGPMFLYLCERLVRFWRSQQKVVITKV.... (2) The miRNA is rno-miR-409a-3p with sequence AAUGUUGCUCGGUGAACCCC. The protein sequence of the target gene is MRIFRPWRLRCPALHLPSLSVFSLRWKLPSLTTDETMCKSVTTDEWKKVFYEKMEEAKPADSWDLIIDPNLKHNVLSPGWKQYLELHASGRFHCSWCWHTWQSPYVVILFHMFLDRAQRAGSVRMRVFKQLCYECGTARLDESSMLEENIEGLVDNLITSLREQCYGERGGQYRIHVASRQDNRRHRGEFCEACQEGIVHWKPSEKLLEEEATTYTFSRAPSPTKSQDQTGSGWNFCSIPWCLFWATVLLLIIYLQFSFRSSV. Result: 0 (no interaction). (3) Result: 0 (no interaction). The protein sequence of the target gene is MAASVAPGVRTLWWAGAAWLRQGGIRELFRPRIEGSTPGRDFSLSHYQSTVIVERWWKVPLAGEGRKPHLHRRHRVYKLVEDTKHRPKDNLELILTQSVDEIGVRGDLVSVKKSVGRNKLLSQGLAVYASPENRKLFEEEKSLRREGKLEKIQTKAGEATVKFLRSCHLEVGMKNNVKWELNPEIVARHFFKNLGVVVAPHALRLPEEPITRWGEYWCDVTVNGLDTVRVPMSVVLFQKPKTKRYKHWLAQQAAKSVAPTNPQAV. The miRNA is hsa-miR-1180-3p with sequence UUUCCGGCUCGCGUGGGUGUGU. (4) The miRNA is hsa-miR-614 with sequence GAACGCCUGUUCUUGCCAGGUGG. The protein sequence of the target gene is MEQAVHGESKRGQVTGTHLTNDISKAKKCTVIGGSGFLGQHMVEQLLERGYTVNVFDIHQGFDNPRVQFFIGDLCNQQDLYPALKGVSTVFHCASPPPYSNNKELFYRVNFIGTKTVIETCREAGVQKLILTSSASVVFEGVDIKNGTEDLPYAMKPIDYYTETKILQERAVLDANDPKKNFLTAAIRPHGIFGPRDPQLVPILIDAARKGKMKFMIGNGENLVDFTFVENVVHGHILAAEHLSQDAALGGKAFHITNDEPIPFWTFLSRILTGLNYEAPKYHIPYWMAYYLAFLLSLLV.... Result: 0 (no interaction). (5) The miRNA is hsa-miR-6850-5p with sequence GUGCGGAACGCUGGCCGGGGCG. The protein sequence of the target gene is MVATGSLSSKNPASISELLDGGYHPGSLLSDFDYWDYVVPEPNLNEVVFEETTCQNLVKMLENCLSRSKQTKLGCSKVLVPEKLTQRIAQDVLRLSSTEPCGLRGCVMHVNLEIENVCKKLDRIVCDASVVPTFELTLVFKQESCPWTSLKDFFFSRGRFSSGLKRTLILSSGFRLVKKKLYSLIGTTVIEEC. Result: 0 (no interaction). (6) The miRNA is mmu-miR-374c-5p with sequence AUAAUACAACCUGCUAAGUG. The protein sequence of the target gene is MELASAHLHKGQVPWGGLLLTASLLASWSPATTAEVTIEAVPPQVAEDNNVLLLVHNLPLALGAFAWYKGNTTAIDKEIARFVPNSNMNFTGQAYSGREIIYSNGSLLFQMITMKDMGVYTLDMTDENYRRTQATVRFHVHPILLKPNITSNNSNPVEGDDSVSLTCDSYTDPDNINYLWSRNGESLSEGDRLKLSEGNRTLTLLNVTRNDTGPYVCETRNPVSVNRSDPFSLNIIYGPDTPIISPSDIYLHPGSNLNLSCHAASNPPAQYFWLINEKPHASSQELFIPNITTNNSGTYT.... Result: 1 (interaction).